This data is from Forward reaction prediction with 1.9M reactions from USPTO patents (1976-2016). The task is: Predict the product of the given reaction. The product is: [C:16]([O:20][C:21]([N:23]1[CH2:31][CH2:30][CH2:29][CH:25]([C:26]([NH:34][CH2:38][C:10]2[S:9][C:8]([C:5]3[CH:4]=[CH:3][C:2]([Cl:1])=[CH:7][CH:6]=3)=[N:12][C:11]=2[CH3:13])=[O:27])[CH2:24]1)=[O:22])([CH3:19])([CH3:18])[CH3:17]. Given the reactants [Cl:1][C:2]1[CH:7]=[CH:6][C:5]([C:8]2[S:9][C:10](NC)=[C:11]([CH3:13])[N:12]=2)=[CH:4][CH:3]=1.[C:16]([O:20][C:21]([N:23]1[CH2:31][CH2:30][CH2:29][CH:25]([C:26](O)=[O:27])[CH2:24]1)=[O:22])([CH3:19])([CH3:18])[CH3:17].O.O[N:34]1[C:38]2C=CC=CC=2N=N1.Cl.CN(C)CCCN=C=NCC.CN1CCOCC1.C(O)(=O)CC(CC(O)=O)(C(O)=O)O, predict the reaction product.